From a dataset of Full USPTO retrosynthesis dataset with 1.9M reactions from patents (1976-2016). Predict the reactants needed to synthesize the given product. (1) The reactants are: [N:1]1[CH:6]=[CH:5][CH:4]=[C:3]([NH2:7])[C:2]=1[NH2:8].[C:9](OC(=O)C)(=[O:11])[CH3:10]. Given the product [NH2:8][C:2]1[C:3]([NH:7][C:9](=[O:11])[CH3:10])=[CH:4][CH:5]=[CH:6][N:1]=1, predict the reactants needed to synthesize it. (2) Given the product [CH:1]([C:4]1[N:8]=[C:7]([N:9]2[CH2:14][CH2:13][CH:12]([C@H:15]3[CH2:17][C@H:16]3[CH2:18][CH2:19][O:20][C:21]3[CH:26]=[CH:25][C:24]([NH2:27])=[CH:23][CH:22]=3)[CH2:11][CH2:10]2)[O:6][N:5]=1)([CH3:3])[CH3:2], predict the reactants needed to synthesize it. The reactants are: [CH:1]([C:4]1[N:8]=[C:7]([N:9]2[CH2:14][CH2:13][CH:12]([C@H:15]3[CH2:17][C@H:16]3[CH2:18][CH2:19][O:20][C:21]3[CH:26]=[CH:25][C:24]([N+:27]([O-])=O)=[CH:23][CH:22]=3)[CH2:11][CH2:10]2)[O:6][N:5]=1)([CH3:3])[CH3:2].O.O.[Sn](Cl)Cl.C(OCC)(=O)C. (3) Given the product [C:35]([OH:42])(=[O:41])/[CH:36]=[CH:37]\[C:38]([OH:40])=[O:39].[F:1][C:2]1[CH:3]=[C:4]2[C:8](=[CH:9][CH:10]=1)[NH:7][C:6](=[O:11])/[C:5]/2=[CH:12]\[C:13]1[NH:22][C:21]2[CH2:20][CH2:19][CH2:18][N:17]([CH2:23][C@H:24]([OH:32])[CH2:25][N:26]3[CH2:27][CH2:28][O:29][CH2:30][CH2:31]3)[C:16](=[O:33])[C:15]=2[C:14]=1[CH3:34], predict the reactants needed to synthesize it. The reactants are: [F:1][C:2]1[CH:3]=[C:4]2[C:8](=[CH:9][CH:10]=1)[NH:7][C:6](=[O:11])/[C:5]/2=[CH:12]\[C:13]1[NH:22][C:21]2[CH2:20][CH2:19][CH2:18][N:17]([CH2:23][C@H:24]([OH:32])[CH2:25][N:26]3[CH2:31][CH2:30][O:29][CH2:28][CH2:27]3)[C:16](=[O:33])[C:15]=2[C:14]=1[CH3:34].[C:35]([OH:42])(=[O:41])/[CH:36]=[CH:37]\[C:38]([OH:40])=[O:39]. (4) The reactants are: [CH3:1][O:2][C:3]1[CH:4]=[C:5]([CH:11]=[CH:12][CH:13]=1)[O:6][CH2:7][C:8]([OH:10])=O.CCN(C(C)C)C(C)C.[NH2:23][CH2:24][CH:25]([OH:37])[CH2:26][N:27]1[CH2:36][CH2:35][C:34]2[C:29](=[CH:30][CH:31]=[CH:32][CH:33]=2)[CH2:28]1.C1N(P(Cl)(N2C(=O)OCC2)=O)C(=O)OC1. Given the product [CH2:28]1[C:29]2[C:34](=[CH:33][CH:32]=[CH:31][CH:30]=2)[CH2:35][CH2:36][N:27]1[CH2:26][CH:25]([OH:37])[CH2:24][NH:23][C:8](=[O:10])[CH2:7][O:6][C:5]1[CH:11]=[CH:12][CH:13]=[C:3]([O:2][CH3:1])[CH:4]=1, predict the reactants needed to synthesize it. (5) Given the product [Cl:19][C:14]1[CH:15]=[CH:16][CH:17]=[CH:18][C:13]=1[N:12]1[C:11](=[O:20])[C:10]2[C:5](=[CH:6][C:7]([N+:21]([O-:23])=[O:22])=[CH:8][CH:9]=2)[N:4]=[C:3]1[CH2:2][S:25][C:26]1[N:34]=[CH:33][N:32]=[C:31]2[C:27]=1[N:28]=[CH:29][NH:30]2, predict the reactants needed to synthesize it. The reactants are: Cl[CH2:2][C:3]1[N:12]([C:13]2[CH:18]=[CH:17][CH:16]=[CH:15][C:14]=2[Cl:19])[C:11](=[O:20])[C:10]2[C:5](=[CH:6][C:7]([N+:21]([O-:23])=[O:22])=[CH:8][CH:9]=2)[N:4]=1.O.[SH:25][C:26]1[N:34]=[CH:33][N:32]=[C:31]2[C:27]=1[NH:28][CH:29]=[N:30]2.C([O-])([O-])=O.[K+].[K+]. (6) Given the product [CH2:28]([O:30][CH2:31][C:32]1[N:12]([CH2:13][CH2:14][CH2:15][N:16]2[CH2:20][CH2:19][CH2:18][C:17]2=[O:21])[C:11]2[C:10]3[CH:9]=[CH:8][C:7]([C:22]4[CH:27]=[CH:26][CH:25]=[CH:24][CH:23]=4)=[CH:6][C:5]=3[N:4]=[CH:3][C:2]=2[N:1]=1)[CH3:29], predict the reactants needed to synthesize it. The reactants are: [NH2:1][C:2]1[CH:3]=[N:4][C:5]2[C:10]([C:11]=1[NH:12][CH2:13][CH2:14][CH2:15][N:16]1[CH2:20][CH2:19][CH2:18][C:17]1=[O:21])=[CH:9][CH:8]=[C:7]([C:22]1[CH:27]=[CH:26][CH:25]=[CH:24][CH:23]=1)[CH:6]=2.[CH2:28]([O:30][CH2:31][C:32](Cl)=O)[CH3:29].C(N(CC)CC)C. (7) Given the product [O:4]1[C:8]2([CH2:13][CH2:12][CH:11]([O:14][C:15]3[CH:20]=[C:19]([F:21])[CH:18]=[CH:17][C:16]=3[NH:22][C:23]3[C:24]4[C:31]([CH3:32])=[C:30]([C:33]([OH:35])=[O:34])[S:29][C:25]=4[N:26]=[CH:27][N:28]=3)[CH2:10][CH2:9]2)[O:7][CH2:6][CH2:5]1, predict the reactants needed to synthesize it. The reactants are: O.[OH-].[Li+].[O:4]1[C:8]2([CH2:13][CH2:12][CH:11]([O:14][C:15]3[CH:20]=[C:19]([F:21])[CH:18]=[CH:17][C:16]=3[NH:22][C:23]3[C:24]4[C:31]([CH3:32])=[C:30]([C:33]([O:35]C)=[O:34])[S:29][C:25]=4[N:26]=[CH:27][N:28]=3)[CH2:10][CH2:9]2)[O:7][CH2:6][CH2:5]1. (8) Given the product [CH3:19][O:20][CH2:21][O:1][C:2]1[CH:3]=[C:4]([CH:7]=[CH:8][CH:9]=1)[CH:5]=[O:6], predict the reactants needed to synthesize it. The reactants are: [OH:1][C:2]1[CH:3]=[C:4]([CH:7]=[CH:8][CH:9]=1)[CH:5]=[O:6].C(N(C(C)C)C(C)C)C.[CH3:19][O:20][CH2:21]Cl. (9) Given the product [CH3:21][C:20]1[CH:19]=[CH:18][C:17]([NH:22][C:23](=[O:34])[C:24]2[CH:29]=[CH:28][CH:27]=[C:26]([C:30]([F:32])([F:31])[F:33])[CH:25]=2)=[CH:16][C:15]=1[N:12]1[C:13](=[O:14])[C:7]2[C:8](=[N:9][C:4]([NH:38][CH3:37])=[N:5][CH:6]=2)[N:10]([CH3:36])[C:11]1=[O:35], predict the reactants needed to synthesize it. The reactants are: CS([C:4]1[N:9]=[C:8]2[N:10]([CH3:36])[C:11](=[O:35])[N:12]([C:15]3[CH:16]=[C:17]([NH:22][C:23](=[O:34])[C:24]4[CH:29]=[CH:28][CH:27]=[C:26]([C:30]([F:33])([F:32])[F:31])[CH:25]=4)[CH:18]=[CH:19][C:20]=3[CH3:21])[C:13](=[O:14])[C:7]2=[CH:6][N:5]=1)=O.[CH3:37][NH2:38].